This data is from Full USPTO retrosynthesis dataset with 1.9M reactions from patents (1976-2016). The task is: Predict the reactants needed to synthesize the given product. (1) The reactants are: [C:1]1(=O)[C:10]2[C:5](=[CH:6][CH:7]=[CH:8][CH:9]=2)[CH2:4][CH2:3][O:2]1.S(Cl)([Cl:14])=O.[CH3:16][OH:17]. Given the product [CH3:16][O:17][C:3](=[O:2])[CH2:4][C:5]1[CH:6]=[CH:7][CH:8]=[CH:9][C:10]=1[CH2:1][Cl:14], predict the reactants needed to synthesize it. (2) Given the product [O:1]=[C:2]([C:13]1[O:14][C:15]([C:18]2[CH:23]=[CH:22][CH:21]=[CH:20][N:19]=2)=[CH:16][N:17]=1)[CH2:3][CH2:4][CH2:5][CH2:6][C:7]#[C:8][C:25]1[CH:30]=[CH:29][CH:28]=[CH:27][C:26]=1[C:31]([F:34])([F:33])[F:32], predict the reactants needed to synthesize it. The reactants are: [O:1]=[C:2]([C:13]1[O:14][C:15]([C:18]2[CH:23]=[CH:22][CH:21]=[CH:20][N:19]=2)=[CH:16][N:17]=1)[CH2:3][CH2:4][CH2:5][CH2:6][C:7]#[C:8][Si](C)(C)C.I[C:25]1[CH:30]=[CH:29][CH:28]=[CH:27][C:26]=1[C:31]([F:34])([F:33])[F:32].